From a dataset of Catalyst prediction with 721,799 reactions and 888 catalyst types from USPTO. Predict which catalyst facilitates the given reaction. (1) Reactant: [H-].[Al+3].[Li+].[H-].[H-].[H-].C([O:9][C:10](=O)[CH2:11][N:12]1[C:20]2[C@@:19]3([CH3:24])[C:21]([CH3:23])([CH3:22])[C@H:16]([CH2:17][CH2:18]3)[C:15]=2[C:14](=[O:25])[N:13]1[C:26]1[CH:31]=[CH:30][C:29]([F:32])=[CH:28][C:27]=1[F:33])C.O.[OH-].[Na+]. Product: [F:33][C:27]1[CH:28]=[C:29]([F:32])[CH:30]=[CH:31][C:26]=1[N:13]1[C:14](=[O:25])[C:15]2[C@@H:16]3[C:21]([CH3:22])([CH3:23])[C@@:19]([CH3:24])([CH2:18][CH2:17]3)[C:20]=2[N:12]1[CH2:11][CH2:10][OH:9]. The catalyst class is: 7. (2) Reactant: [S:1]1[CH:5]=[C:4]([CH2:6]O)[C:3]2[CH:8]=[CH:9][CH:10]=[CH:11][C:2]1=2.[BrH:12]. Product: [Br:12][CH2:6][C:4]1[C:3]2[CH:8]=[CH:9][CH:10]=[CH:11][C:2]=2[S:1][CH:5]=1. The catalyst class is: 11. (3) Reactant: [OH:1][C:2]1[C:11]2[C:6](=[CH:7][C:8]([CH3:12])=[CH:9][CH:10]=2)[N:5]=[C:4]([C:13]([OH:15])=O)[CH:3]=1.[CH2:16]([O:18][C:19]([N:21]1[CH2:26][CH2:25][N:24]([C:27](=[O:39])[C@@H:28]([NH2:38])[CH2:29][CH2:30][C:31]([O:33][C:34]([CH3:37])([CH3:36])[CH3:35])=[O:32])[CH2:23][CH2:22]1)=[O:20])[CH3:17].C1C=CC2N(O)N=NC=2C=1.C(Cl)CCl. Product: [CH2:16]([O:18][C:19]([N:21]1[CH2:22][CH2:23][N:24]([C:27](=[O:39])[C@@H:28]([NH:38][C:13]([C:4]2[CH:3]=[C:2]([OH:1])[C:11]3[C:6](=[CH:7][C:8]([CH3:12])=[CH:9][CH:10]=3)[N:5]=2)=[O:15])[CH2:29][CH2:30][C:31]([O:33][C:34]([CH3:36])([CH3:35])[CH3:37])=[O:32])[CH2:25][CH2:26]1)=[O:20])[CH3:17]. The catalyst class is: 18. (4) Reactant: [NH:1]1[CH:5]=[CH:4][N:3]=[CH:2]1.[H-].[Na+].Br[CH2:9][C:10]1[CH:19]=[CH:18][C:13]([C:14]([O:16][CH3:17])=[O:15])=[CH:12][C:11]=1[O:20][CH3:21]. Product: [N:1]1([CH2:9][C:10]2[CH:19]=[CH:18][C:13]([C:14]([O:16][CH3:17])=[O:15])=[CH:12][C:11]=2[O:20][CH3:21])[CH:5]=[CH:4][N:3]=[CH:2]1. The catalyst class is: 7. (5) Reactant: C(N(CC)CC)C.[Cl:8][C:9]1[CH:17]=[CH:16][CH:15]=[C:14]([Si:18]([CH3:21])([CH3:20])[CH3:19])[C:10]=1[C:11](Cl)=[O:12].[CH2:22]([NH:24][CH:25]([CH3:32])[CH2:26][CH2:27][CH2:28][CH2:29][CH2:30][CH3:31])[CH3:23]. Product: [Cl:8][C:9]1[CH:17]=[CH:16][CH:15]=[C:14]([Si:18]([CH3:21])([CH3:20])[CH3:19])[C:10]=1[C:11]([N:24]([CH2:22][CH3:23])[CH:25]([CH3:32])[CH2:26][CH2:27][CH2:28][CH2:29][CH2:30][CH3:31])=[O:12]. The catalyst class is: 11. (6) Reactant: [CH3:1][CH:2]([N:4]1[CH2:9][CH2:8][CH:7]([CH2:10][CH:11]2[CH2:16][CH2:15][N:14](C(OC(C)(C)C)=O)[CH2:13][CH2:12]2)[CH2:6][CH2:5]1)[CH3:3]. Product: [CH3:3][CH:2]([N:4]1[CH2:9][CH2:8][CH:7]([CH2:10][CH:11]2[CH2:12][CH2:13][NH:14][CH2:15][CH2:16]2)[CH2:6][CH2:5]1)[CH3:1]. The catalyst class is: 89.